This data is from Forward reaction prediction with 1.9M reactions from USPTO patents (1976-2016). The task is: Predict the product of the given reaction. (1) Given the reactants Br[C:2]1[CH:11]=[CH:10][C:9]2[C:4](=[CH:5][CH:6]=[C:7]([Br:12])[CH:8]=2)[CH:3]=1.[C:13]1(B(O)O)[C:26]2[C:27]3=[C:28]4[C:23](=[CH:24][CH:25]=2)[CH:22]=[CH:21][CH:20]=[C:19]4[CH:18]=[CH:17][C:16]3=[CH:15][CH:14]=1.C([O-])([O-])=O.[Na+].[Na+].CCO, predict the reaction product. The product is: [Br:12][C:7]1[CH:8]=[C:9]2[C:4](=[CH:5][CH:6]=1)[CH:3]=[C:2]([C:20]1[C:19]3[C:28]4=[C:27]5[C:16](=[CH:17][CH:18]=3)[CH:15]=[CH:14][CH:13]=[C:26]5[CH:25]=[CH:24][C:23]4=[CH:22][CH:21]=1)[CH:11]=[CH:10]2. (2) Given the reactants [C:1]([C:4]1[CH:5]=[C:6]([CH:38]=[CH:39][CH:40]=1)[CH2:7][S:8]([NH:11][C@@H:12]([C:16]([NH:18][C@H:19]([C:24]([NH:26][CH2:27][C:28]1[CH:33]=[CH:32][C:31](/[C:34](/[NH2:37])=[N:35]/O)=[CH:30][CH:29]=1)=[O:25])[CH2:20][CH:21]([CH3:23])[CH3:22])=[O:17])[CH:13]([CH3:15])[CH3:14])(=[O:10])=[O:9])([OH:3])=[O:2].C(OC(=O)C)(=O)C, predict the reaction product. The product is: [C:1]([C:4]1[CH:5]=[C:6]([CH:38]=[CH:39][CH:40]=1)[CH2:7][S:8]([NH:11][C@@H:12]([C:16]([NH:18][C@H:19]([C:24]([NH:26][CH2:27][C:28]1[CH:29]=[CH:30][C:31]([C:34]([NH2:37])=[NH:35])=[CH:32][CH:33]=1)=[O:25])[CH2:20][CH:21]([CH3:22])[CH3:23])=[O:17])[CH:13]([CH3:15])[CH3:14])(=[O:9])=[O:10])([OH:3])=[O:2].